From a dataset of Full USPTO retrosynthesis dataset with 1.9M reactions from patents (1976-2016). Predict the reactants needed to synthesize the given product. (1) Given the product [Br:3][C:4]1[CH:5]=[C:6]2[C:10](=[C:11]([C:13]([OH:15])=[O:14])[CH:12]=1)[NH:9][CH:8]=[C:7]2[CH:24]1[CH2:25][CH2:26][S:27](=[O:30])(=[O:31])[CH2:28][CH2:29]1, predict the reactants needed to synthesize it. The reactants are: [OH-].[Na+].[Br:3][C:4]1[CH:5]=[C:6]2[C:10](=[C:11]([C:13]([O:15]C)=[O:14])[CH:12]=1)[N:9](C(OC(C)(C)C)=O)[CH:8]=[C:7]2[CH:24]1[CH2:29][CH2:28][S:27](=[O:31])(=[O:30])[CH2:26][CH2:25]1.BrC1C=C2C(=C(C(OCC)=O)C=1)N(C(OC(C)(C)C)=O)C=C2C1CCS(=O)(=O)CC1. (2) Given the product [CH3:1][O:2][C:3](=[O:9])[C:4]([CH3:8])=[CH:5][CH:6]([Br:10])[CH3:7], predict the reactants needed to synthesize it. The reactants are: [CH3:1][O:2][C:3](=[O:9])[C:4]([CH3:8])=[CH:5][CH2:6][CH3:7].[Br:10]N1C(=O)CCC1=O. (3) Given the product [C:1]([O:5][C:6](=[O:16])[NH:7][C@H:8]1[CH2:13][CH2:12][C@@H:11]([CH2:14][NH:52][C:55]([O:41][CH2:39][C:38]2[CH:37]=[CH:45][CH:44]=[CH:43][CH:42]=2)=[O:58])[CH2:10][CH2:9]1)([CH3:4])([CH3:3])[CH3:2], predict the reactants needed to synthesize it. The reactants are: [C:1]([O:5][C:6](=[O:16])[NH:7][C@H:8]1[CH2:13][CH2:12][C@@H:11]([CH2:14]O)[CH2:10][CH2:9]1)([CH3:4])([CH3:3])[CH3:2].C1(P(C2C=CC=CC=2)C2C=CC=CC=2)C=CC=CC=1.C1(=O)N[C:39](=[O:41])[C:38]2=[CH:42][CH:43]=[CH:44][CH:45]=[C:37]12.O.NN.C([N:52]([CH2:55]C)CC)C.C([O-])(O)=[O:58].[Na+]. (4) Given the product [Br:1][C:2]1[CH:7]=[CH:6][C:5]([N+:8]([O-:10])=[O:9])=[C:4]([CH:3]=1)[NH:20][CH2:19][C:15]1[CH:16]=[N:17][CH:18]=[C:13]([F:12])[CH:14]=1, predict the reactants needed to synthesize it. The reactants are: [Br:1][C:2]1[CH:7]=[CH:6][C:5]([N+:8]([O-:10])=[O:9])=[C:4](F)[CH:3]=1.[F:12][C:13]1[CH:14]=[C:15]([CH2:19][NH2:20])[CH:16]=[N:17][CH:18]=1.C(=O)([O-])[O-].[K+].[K+]. (5) Given the product [CH3:24][C:3]1[CH:4]=[C:5]([C:8]([N:10]2[C:16]3[CH:17]=[CH:18][CH:19]=[CH:20][C:15]=3[CH2:14][N:13]3[CH:21]=[CH:22][CH:23]=[C:12]3[CH2:11]2)=[O:9])[CH:6]=[CH:7][C:2]=1[C:28]1[CH:29]=[CH:30][N:25]=[CH:26][CH:27]=1, predict the reactants needed to synthesize it. The reactants are: Br[C:2]1[CH:7]=[CH:6][C:5]([C:8]([N:10]2[C:16]3[CH:17]=[CH:18][CH:19]=[CH:20][C:15]=3[CH2:14][N:13]3[CH:21]=[CH:22][CH:23]=[C:12]3[CH2:11]2)=[O:9])=[CH:4][C:3]=1[CH3:24].[N:25]1[CH:30]=[CH:29][C:28](B(O)O)=[CH:27][CH:26]=1.C(=O)([O-])[O-].[Na+].[Na+].B(O)O. (6) Given the product [N:10]1[CH:15]=[CH:14][CH:13]=[CH2+:12][CH:11]=1.[Cl-:2].[S:6]1[CH2:4][CH2:3][CH2:1]1, predict the reactants needed to synthesize it. The reactants are: [CH2:1]([CH:3]1O[CH2:4]1)[Cl:2].[S-:6]C#N.[NH4+].[N:10]1[CH:15]=[CH:14][CH:13]=[CH:12][CH:11]=1.O.